Dataset: hERG potassium channel inhibition data for cardiac toxicity prediction from Karim et al.. Task: Regression/Classification. Given a drug SMILES string, predict its toxicity properties. Task type varies by dataset: regression for continuous values (e.g., LD50, hERG inhibition percentage) or binary classification for toxic/non-toxic outcomes (e.g., AMES mutagenicity, cardiotoxicity, hepatotoxicity). Dataset: herg_karim. (1) The compound is Cc1ccnc(C)c1C(=O)N1CCC(C)(N2CCC(N(c3ccccc3)c3cccnc3)CC2)CC1. The result is 0 (non-blocker). (2) The molecule is CCOC(=O)N1CCC(CN2CCC3(CC2)CC(=O)Nc2ncccc23)CC1. The result is 1 (blocker). (3) The compound is Cc1ccc2c(N3CCN(CCc4cccc5c4OCc4nc(C(F)(F)F)cn4-5)CC3)cccc2n1. The result is 1 (blocker). (4) The drug is Cc1cc2c(F)c(Oc3ncnn4cc(OCC(C)O)c(C)c34)ccc2[nH]1. The result is 0 (non-blocker).